Dataset: NCI-60 drug combinations with 297,098 pairs across 59 cell lines. Task: Regression. Given two drug SMILES strings and cell line genomic features, predict the synergy score measuring deviation from expected non-interaction effect. (1) Drug 1: CN1CCC(CC1)COC2=C(C=C3C(=C2)N=CN=C3NC4=C(C=C(C=C4)Br)F)OC. Drug 2: CC1C(C(CC(O1)OC2CC(CC3=C2C(=C4C(=C3O)C(=O)C5=C(C4=O)C(=CC=C5)OC)O)(C(=O)CO)O)N)O.Cl. Cell line: SNB-19. Synergy scores: CSS=44.6, Synergy_ZIP=4.19, Synergy_Bliss=4.36, Synergy_Loewe=-11.5, Synergy_HSA=5.17. (2) Drug 1: COC1=C2C(=CC3=C1OC=C3)C=CC(=O)O2. Synergy scores: CSS=7.54, Synergy_ZIP=0.584, Synergy_Bliss=6.41, Synergy_Loewe=1.63, Synergy_HSA=0.239. Cell line: MDA-MB-435. Drug 2: CC12CCC3C(C1CCC2OP(=O)(O)O)CCC4=C3C=CC(=C4)OC(=O)N(CCCl)CCCl.[Na+].